Dataset: Full USPTO retrosynthesis dataset with 1.9M reactions from patents (1976-2016). Task: Predict the reactants needed to synthesize the given product. (1) Given the product [CH3:27][CH:28]1[CH2:33][CH:32]([N:34]2[C:17](=[O:18])[C:16]([CH2:15][C:12]3[CH:13]=[CH:14][C:9]([C:4]4[C:3]([C:1]#[N:2])=[CH:8][CH:7]=[CH:6][CH:5]=4)=[CH:10][CH:11]=3)=[C:22]([CH2:23][CH2:24][CH3:25])[N:36]3[N:37]=[CH:38][N:39]=[C:35]23)[CH2:31][CH2:30][O:29]1, predict the reactants needed to synthesize it. The reactants are: [C:1]([C:3]1[CH:8]=[CH:7][CH:6]=[CH:5][C:4]=1[C:9]1[CH:14]=[CH:13][C:12]([CH2:15][CH:16]([C:22](=O)[CH2:23][CH2:24][CH3:25])[C:17](OCC)=[O:18])=[CH:11][CH:10]=1)#[N:2].[CH3:27][CH:28]1[CH2:33][CH:32]([NH:34][C:35]2[NH:39][CH:38]=[N:37][N:36]=2)[CH2:31][CH2:30][O:29]1. (2) Given the product [C:44]([O:48][C:49]([N:51]1[CH2:52][CH2:53][N:13]([C:11]2[C:10]3[C:41]([O:61][CH3:60])=[CH:40][N:39]=[CH:42][C:9]=3[N:8]=[C:7]([C:4]3[CH:3]=[CH:2][N:1]=[CH:6][CH:5]=3)[N:12]=2)[CH2:14][C@H:15]1[CH2:16][C:21]1[CH:22]=[CH:23][CH:24]=[CH:25][CH:26]=1)=[O:50])([CH3:45])([CH3:47])[CH3:46], predict the reactants needed to synthesize it. The reactants are: [N:1]1[CH:6]=[CH:5][C:4]([C:7]2[N:8]=[C:9](O)[C:10]3[CH:16]=[CH:15][CH:14]=[N:13][C:11]=3[N:12]=2)=[CH:3][CH:2]=1.C([C:21]1[CH:26]=[C:25](C(C)C)[CH:24]=[C:23](C(C)C)[C:22]=1S(Cl)(=O)=O)(C)C.CC[N:39]([CH2:42]C)[CH2:40][CH3:41].[C:44]([O:48][C:49]([N:51]1CCN[CH2:53][C@@H:52]1CO)=[O:50])([CH3:47])([CH3:46])[CH3:45].C[C:60](N(C)C)=[O:61]. (3) Given the product [CH3:8][C:7]1[C:2]([NH:25][CH2:26][C@@H:27]([C:39]([O:41][C:42]([CH3:45])([CH3:44])[CH3:43])=[O:40])[NH:28][C:29]([O:31][CH2:32][C:33]2[CH:38]=[CH:37][CH:36]=[CH:35][CH:34]=2)=[O:30])=[N:3][CH:4]=[N:5][C:6]=1[N:9]1[CH2:14][CH2:13][CH:12]([C:15]2[N:24]=[C:23]3[C:18]([CH2:19][CH2:20][CH2:21][NH:22]3)=[CH:17][CH:16]=2)[CH2:11][CH2:10]1, predict the reactants needed to synthesize it. The reactants are: Br[C:2]1[C:7]([CH3:8])=[C:6]([N:9]2[CH2:14][CH2:13][CH:12]([C:15]3[N:24]=[C:23]4[C:18]([CH2:19][CH2:20][CH2:21][NH:22]4)=[CH:17][CH:16]=3)[CH2:11][CH2:10]2)[N:5]=[CH:4][N:3]=1.[NH2:25][CH2:26][C@@H:27]([C:39]([O:41][C:42]([CH3:45])([CH3:44])[CH3:43])=[O:40])[NH:28][C:29]([O:31][CH2:32][C:33]1[CH:38]=[CH:37][CH:36]=[CH:35][CH:34]=1)=[O:30].[F-].[Cs+]. (4) Given the product [F:1][C:2]1[CH:10]=[C:9]2[C:5]([CH:6]=[N:7][NH:8]2)=[CH:4][C:3]=1[C:17]1[CH:18]=[C:19]([CH2:23][N:24]([CH3:26])[CH3:25])[CH:20]=[N:21][CH:22]=1, predict the reactants needed to synthesize it. The reactants are: [F:1][C:2]1[CH:10]=[C:9]2[C:5]([CH:6]=[N:7][N:8]2C2CCCCO2)=[CH:4][C:3]=1[C:17]1[CH:18]=[C:19]([CH2:23][N:24]([CH3:26])[CH3:25])[CH:20]=[N:21][CH:22]=1.[SiH](CC)(CC)CC.C(O)(C(F)(F)F)=O.